Predict the reaction yield, written as a fraction of the theoretical maximum amount of product (1.0 means a 100% yield; for example, 0.34 means a 34% yield). From a dataset of Reaction yield outcomes from USPTO patents with 853,638 reactions. (1) The reactants are Cl.[NH2:2][C@@H:3]([CH2:8][C:9]1[CH:14]=[CH:13][C:12]([I:15])=[CH:11][CH:10]=1)[C:4]([O:6][CH3:7])=[O:5].[C:16]([O-])(=[O:18])[CH3:17].[Na+].C(OC(=O)C)(=O)C. The catalyst is Cl. The product is [C:16]([NH:2][C@@H:3]([CH2:8][C:9]1[CH:10]=[CH:11][C:12]([I:15])=[CH:13][CH:14]=1)[C:4]([O:6][CH3:7])=[O:5])(=[O:18])[CH3:17]. The yield is 0.560. (2) The reactants are [Cl:1][C:2]1[N:7]=[C:6](Cl)[CH:5]=[CH:4][N:3]=1.C([O-])([O-])=O.[Cs+].[Cs+].[CH3:15][CH:16]([OH:18])[CH3:17]. No catalyst specified. The product is [Cl:1][C:2]1[N:7]=[C:6]([O:18][CH:16]([CH3:17])[CH3:15])[CH:5]=[CH:4][N:3]=1. The yield is 0.410. (3) The reactants are [C:1]([O:5][C:6]([NH:8][CH2:9][CH:10]([CH3:14])[C:11]([OH:13])=O)=[O:7])([CH3:4])([CH3:3])[CH3:2].[NH2:15][CH2:16][C:17]1[CH:24]=[CH:23][C:20]([C:21]#[N:22])=[CH:19][CH:18]=1.CN(C(ON1N=NC2C=CC=NC1=2)=[N+](C)C)C.F[P-](F)(F)(F)(F)F.O. The catalyst is CN(C=O)C. The product is [C:16]([C:17]1[CH:24]=[CH:23][C:20]([CH2:21][NH:22][C:11](=[O:13])[CH:10]([CH3:14])[CH2:9][NH:8][C:6](=[O:7])[O:5][C:1]([CH3:2])([CH3:3])[CH3:4])=[CH:19][CH:18]=1)#[N:15]. The yield is 0.708. (4) The reactants are [CH:1]([NH:3][CH:4]([C:21]1[C:22]2[CH:29]=[CH:28][N:27](COCC[Si](C)(C)C)[C:23]=2[N:24]=[CH:25][N:26]=1)[CH:5]1[CH2:10][CH2:9][CH2:8][N:7]([C:11]([O:13][CH2:14][C:15]2[CH:20]=[CH:19][CH:18]=[CH:17][CH:16]=2)=[O:12])[CH2:6]1)=O.O=P(Cl)(Cl)Cl.C(O)(C(F)(F)F)=O.[NH4+].[OH-]. The catalyst is ClCCCl.C(Cl)Cl. The product is [C:4]1([CH:5]2[CH2:10][CH2:9][CH2:8][N:7]([C:11]([O:13][CH2:14][C:15]3[CH:20]=[CH:19][CH:18]=[CH:17][CH:16]=3)=[O:12])[CH2:6]2)[N:3]=[CH:1][N:26]2[C:21]=1[C:22]1[CH:29]=[CH:28][NH:27][C:23]=1[N:24]=[CH:25]2. The yield is 0.570.